Task: Predict the product of the given reaction.. Dataset: Forward reaction prediction with 1.9M reactions from USPTO patents (1976-2016) (1) Given the reactants ClC1N=C(C2SC(C(C)C)=NC=2C2C=C(N[S:23]([C:26]3[C:31]([F:32])=[CH:30][CH:29]=[CH:28][C:27]=3[F:33])(=[O:25])=[O:24])C=CC=2)C=CN=1.[Cl:34][C:35]1[N:40]=[C:39]([C:41]2[S:45][C:44]([C:46]([CH3:49])([CH3:48])[CH3:47])=[N:43][C:42]=2[C:50]2[C:51]([F:58])=[C:52]([NH2:57])[CH:53]=[CH:54][C:55]=2[F:56])[CH:38]=[CH:37][N:36]=1.FC1C=CC=C(F)C=1S(Cl)(=O)=O, predict the reaction product. The product is: [Cl:34][C:35]1[N:40]=[C:39]([C:41]2[S:45][C:44]([C:46]([CH3:49])([CH3:48])[CH3:47])=[N:43][C:42]=2[C:50]2[C:51]([F:58])=[C:52]([NH:57][S:23]([C:26]3[C:31]([F:32])=[CH:30][CH:29]=[CH:28][C:27]=3[F:33])(=[O:25])=[O:24])[CH:53]=[CH:54][C:55]=2[F:56])[CH:38]=[CH:37][N:36]=1. (2) Given the reactants [CH2:1]([NH2:5])[CH:2]([CH3:4])[CH3:3].[Br:6][C:7]1[CH:16]=[C:15]2[C:10]([C:11](Cl)=[C:12]([N+:17]([O-:19])=[O:18])[CH:13]=[N:14]2)=[N:9][CH:8]=1, predict the reaction product. The product is: [Br:6][C:7]1[CH:16]=[C:15]2[C:10]([C:11]([NH:5][CH2:1][CH:2]([CH3:4])[CH3:3])=[C:12]([N+:17]([O-:19])=[O:18])[CH:13]=[N:14]2)=[N:9][CH:8]=1. (3) Given the reactants [OH:1][C:2]1[CH:10]=[CH:9][CH:8]=[C:7]2[C:3]=1[CH:4]=[CH:5][NH:6]2.[CH2:11](Br)[CH3:12], predict the reaction product. The product is: [CH2:11]([O:1][C:2]1[CH:10]=[CH:9][CH:8]=[C:7]2[C:3]=1[CH:4]=[CH:5][NH:6]2)[CH3:12]. (4) Given the reactants [C:1]([O:5][C:6]([N:8]1[CH2:12][CH2:11][CH2:10][C@H:9]1[C:13]([OH:15])=O)=[O:7])([CH3:4])([CH3:3])[CH3:2].ClC(OCC(C)C)=O.C(N(CC)CC)C.[C:31]([C:33]1[CH:34]=[C:35]([CH:40]=[CH:41][CH:42]=1)[C:36]([NH:38]O)=[NH:37])#[N:32], predict the reaction product. The product is: [C:1]([O:5][C:6]([N:8]1[CH2:12][CH2:11][CH2:10][C@H:9]1[C:13]1[O:15][N:38]=[C:36]([C:35]2[CH:40]=[CH:41][CH:42]=[C:33]([C:31]#[N:32])[CH:34]=2)[N:37]=1)=[O:7])([CH3:2])([CH3:3])[CH3:4]. (5) Given the reactants [F:1][C:2]1[CH:7]=[CH:6][C:5]([C:8]2[C:9]3[CH:16]=[CH:15][C:14](OS(C(F)(F)F)(=O)=O)=[CH:13][C:10]=3[S:11][CH:12]=2)=[CH:4][CH:3]=1.[CH2:25]([OH:30])[CH2:26][CH2:27][C:28]#[CH:29], predict the reaction product. The product is: [F:1][C:2]1[CH:7]=[CH:6][C:5]([C:8]2[C:9]3[CH:16]=[CH:15][C:14]([C:29]#[C:28][CH2:27][CH2:26][CH2:25][OH:30])=[CH:13][C:10]=3[S:11][CH:12]=2)=[CH:4][CH:3]=1. (6) Given the reactants [OH:1][C@@H:2]1[CH2:7][CH2:6][N:5]([C:8]([O:10][C:11]([CH3:14])([CH3:13])[CH3:12])=[O:9])[C@@H:4]([CH3:15])[CH2:3]1.CCN(CC)CC.[CH3:23][S:24](Cl)(=[O:26])=[O:25].O, predict the reaction product. The product is: [CH3:15][C@H:4]1[CH2:3][C@H:2]([O:1][S:24]([CH3:23])(=[O:26])=[O:25])[CH2:7][CH2:6][N:5]1[C:8]([O:10][C:11]([CH3:14])([CH3:13])[CH3:12])=[O:9]. (7) The product is: [CH3:1][C:2]1([CH3:14])[C:10]2[C:5](=[CH:6][CH:7]=[C:8]([C:11]([OH:17])=[O:15])[CH:9]=2)[C:4](=[O:13])[O:3]1. Given the reactants [CH3:1][C:2]1([CH3:14])[C:10]2[C:5](=[CH:6][CH:7]=[C:8]([C:11]#N)[CH:9]=2)[C:4](=[O:13])[O:3]1.[OH2:15].Cl.[OH-:17].[Na+], predict the reaction product.